From a dataset of Full USPTO retrosynthesis dataset with 1.9M reactions from patents (1976-2016). Predict the reactants needed to synthesize the given product. (1) Given the product [Br:17][C:18]1[S:22][C:21]2[C:23]([OH:25])=[C:29]([C:7]([O:9][CH2:10][CH3:14])=[O:8])[C:28](=[O:33])[N:27]([CH3:34])[C:20]=2[C:19]=1[CH3:35], predict the reactants needed to synthesize it. The reactants are: BrC1SC([C:7]([O:9][CH3:10])=[O:8])=C(NC)C=1C.[CH3:14][O-].[Na+].[Br:17][C:18]1[S:22][C:21]([C:23]([O:25]C)=O)=[C:20]([N:27]([CH3:34])[C:28](=[O:33])[C:29](F)(F)F)[C:19]=1[CH3:35]. (2) Given the product [CH3:1][O:2][C:3]([C:5]1[CH:10]=[CH:9][C:8]([Br:12])=[C:7]([NH2:11])[N:6]=1)=[O:4], predict the reactants needed to synthesize it. The reactants are: [CH3:1][O:2][C:3]([C:5]1[CH:10]=[CH:9][CH:8]=[C:7]([NH2:11])[N:6]=1)=[O:4].[Br:12]Br. (3) Given the product [Br:1][C:2]1[CH:3]=[C:4]([S:8]([NH:16][CH2:15][CH2:14][O:13][CH3:12])(=[O:10])=[O:9])[CH:5]=[CH:6][CH:7]=1, predict the reactants needed to synthesize it. The reactants are: [Br:1][C:2]1[CH:3]=[C:4]([S:8](Cl)(=[O:10])=[O:9])[CH:5]=[CH:6][CH:7]=1.[CH3:12][O:13][CH2:14][CH2:15][NH2:16].C(=O)([O-])[O-].[K+].[K+].